Dataset: Drug-target binding data from BindingDB using IC50 measurements. Task: Regression. Given a target protein amino acid sequence and a drug SMILES string, predict the binding affinity score between them. We predict pIC50 (pIC50 = -log10(IC50 in M); higher means more potent). Dataset: bindingdb_ic50. (1) The drug is Cc1nc(NC(=O)OC(C)(C)C)sc1C(=O)NCC1CCCCC1. The target protein (P06240) has sequence MGCVCSSNPEDDWMENIDVCENCHYPIVPLDSKISLPIRNGSEVRDPLVTYEGSLPPASPLQDNLVIALHSYEPSHDGDLGFEKGEQLRILEQSGEWWKAQSLTTGQEGFIPFNFVAKANSLEPEPWFFKNLSRKDAERQLLAPGNTHGSFLIRESESTAGSFSLSVRDFDQNQGEVVKHYKIRNLDNGGFYISPRITFPGLHDLVRHYTNASDGLCTKLSRPCQTQKPQKPWWEDEWEVPRETLKLVERLGAGQFGEVWMGYYNGHTKVAVKSLKQGSMSPDAFLAEANLMKQLQHPRLVRLYAVVTQEPIYIITEYMENGSLVDFLKTPSGIKLNVNKLLDMAAQIAEGMAFIEEQNYIHRDLRAANILVSDTLSCKIADFGLARLIEDNEYTAREGAKFPIKWTAPEAINYGTFTIKSDVWSFGILLTEIVTHGRIPYPGMTNPEVIQNLERGYRMVRPDNCPEELYHLMMLCWKERPEDRPTFDYLRSVLDDFFTA.... The pIC50 is 4.3. (2) The small molecule is CC(=O)SC(C[N+](=O)[O-])c1cn(C(C)=O)c2ccccc12. The target protein (O43603) has sequence MNVSGCPGAGNASQAGGGGGWHPEAVIVPLLFALIFLVGTVGNTLVLAVLLRGGQAVSTTNLFILNLGVADLCFILCCVPFQATIYTLDGWVFGSLLCKAVHFLIFLTMHASSFTLAAVSLDRYLAIRYPLHSRELRTPRNALAAIGLIWGLSLLFSGPYLSYYRQSQLANLTVCHPAWSAPRRRAMDICTFVFSYLLPVLVLGLTYARTLRYLWRAVDPVAAGSGARRAKRKVTRMILIVAALFCLCWMPHHALILCVWFGQFPLTRATYALRILSHLVSYANSCVNPIVYALVSKHFRKGFRTICAGLLGRAPGRASGRVCAAARGTHSGSVLERESSDLLHMSEAAGALRPCPGASQPCILEPCPGPSWQGPKAGDSILTVDVA. The pIC50 is 4.8. (3) The drug is COc1ccc([C@H](Cc2c(Cl)c[n+]([O-])cc2Cl)OC(=O)c2csc(CNC(C(=O)OCC3CCN(C)CC3)c3ccccc3)c2)cc1OC. The target protein sequence is MKEHGGTFSSTGISGGSGDSAMDSLQPLQPNYMPVCLFAEESYQKLAMETLEELDWCLDQLETIQTYRSVSEMASNKFKRMLNRELTHLSEMSRSGNQVSEYISNTFLDKQNDVEIPSPTQKDREKKKKQQLMTQISGVKKLMHSSSLNNTSISRFGVNTENEDHLAKELEDLNKWGLNIFNVAGYSHNRPLTCIMYAIFQERDLLKTFRISSDTFITYMMTLEDHYHSDVAYHNSLHAADVAQSTHVLLSTPALDAVFTDLEILAAIFAAAIHDVDHPGVSNQFLINTNSELALMYNDESVLENHHLAVGFKLLQEEHCDIFMNLTKKQRQTLRKMVIDMVLATDMSKHMSLLADLKTMVETKKVTSSGVLLLDNYTDRIQVLRNMVHCADLSNPTKSLELYRQWTDRIMEEFFQQGDKERERGMEISPMCDKHTASVEKSQVGFIDYIVHPLWETWADLVQPDAQDILDTLEDNRNWYQSMIPQSPSPPLDEQNRDCQ.... The pIC50 is 9.0.